From a dataset of Merck oncology drug combination screen with 23,052 pairs across 39 cell lines. Regression. Given two drug SMILES strings and cell line genomic features, predict the synergy score measuring deviation from expected non-interaction effect. (1) Drug 1: CN(C)C(=N)N=C(N)N. Drug 2: CCc1cnn2c(NCc3ccc[n+]([O-])c3)cc(N3CCCCC3CCO)nc12. Cell line: NCIH460. Synergy scores: synergy=-1.64. (2) Drug 1: CN(C)C(=N)N=C(N)N. Drug 2: Cn1cc(-c2cnn3c(N)c(Br)c(C4CCCNC4)nc23)cn1. Cell line: NCIH23. Synergy scores: synergy=7.51. (3) Drug 1: O=C(O)C1(Cc2cccc(Nc3nccs3)n2)CCC(Oc2cccc(Cl)c2F)CC1. Drug 2: C#Cc1cccc(Nc2ncnc3cc(OCCOC)c(OCCOC)cc23)c1. Cell line: CAOV3. Synergy scores: synergy=-3.60. (4) Drug 1: O=S1(=O)NC2(CN1CC(F)(F)F)C1CCC2Cc2cc(C=CCN3CCC(C(F)(F)F)CC3)ccc2C1. Drug 2: O=C(CCCCCCC(=O)Nc1ccccc1)NO. Cell line: UWB1289. Synergy scores: synergy=-0.906. (5) Drug 1: COc1cccc2c1C(=O)c1c(O)c3c(c(O)c1C2=O)CC(O)(C(=O)CO)CC3OC1CC(N)C(O)C(C)O1. Drug 2: COC1=C2CC(C)CC(OC)C(O)C(C)C=C(C)C(OC(N)=O)C(OC)C=CC=C(C)C(=O)NC(=CC1=O)C2=O. Cell line: PA1. Synergy scores: synergy=-14.7. (6) Drug 1: O=C(O)C1(Cc2cccc(Nc3nccs3)n2)CCC(Oc2cccc(Cl)c2F)CC1. Drug 2: NC1CCCCC1N.O=C(O)C(=O)O.[Pt+2]. Cell line: A427. Synergy scores: synergy=-3.51. (7) Drug 1: CCC1=CC2CN(C1)Cc1c([nH]c3ccccc13)C(C(=O)OC)(c1cc3c(cc1OC)N(C)C1C(O)(C(=O)OC)C(OC(C)=O)C4(CC)C=CCN5CCC31C54)C2. Drug 2: CC(C)CC(NC(=O)C(Cc1ccccc1)NC(=O)c1cnccn1)B(O)O. Cell line: ES2. Synergy scores: synergy=-28.6. (8) Drug 1: C#Cc1cccc(Nc2ncnc3cc(OCCOC)c(OCCOC)cc23)c1. Drug 2: COC1CC2CCC(C)C(O)(O2)C(=O)C(=O)N2CCCCC2C(=O)OC(C(C)CC2CCC(OP(C)(C)=O)C(OC)C2)CC(=O)C(C)C=C(C)C(O)C(OC)C(=O)C(C)CC(C)C=CC=CC=C1C. Cell line: UWB1289. Synergy scores: synergy=40.7. (9) Drug 1: O=S1(=O)NC2(CN1CC(F)(F)F)C1CCC2Cc2cc(C=CCN3CCC(C(F)(F)F)CC3)ccc2C1. Drug 2: CCC1(O)C(=O)OCc2c1cc1n(c2=O)Cc2cc3c(CN(C)C)c(O)ccc3nc2-1. Cell line: RKO. Synergy scores: synergy=10.5. (10) Cell line: HT29. Drug 2: Cc1nc(Nc2ncc(C(=O)Nc3c(C)cccc3Cl)s2)cc(N2CCN(CCO)CC2)n1. Drug 1: N.N.O=C(O)C1(C(=O)O)CCC1.[Pt]. Synergy scores: synergy=14.9.